From a dataset of Forward reaction prediction with 1.9M reactions from USPTO patents (1976-2016). Predict the product of the given reaction. (1) Given the reactants [CH3:1][CH:2]1[NH:6][C:5](=[O:7])[CH2:4][CH2:3]1.Br[C:9]1[N:14]=[CH:13][C:12]([C:15]([N:17]2[CH2:22][CH2:21][N:20]([C:23]3[CH:28]=[CH:27][C:26]([CH3:29])=[CH:25][C:24]=3[CH3:30])[CH2:19][CH2:18]2)=[O:16])=[CH:11][CH:10]=1, predict the reaction product. The product is: [CH3:30][C:24]1[CH:25]=[C:26]([CH3:29])[CH:27]=[CH:28][C:23]=1[N:20]1[CH2:19][CH2:18][N:17]([C:15]([C:12]2[CH:11]=[CH:10][C:9]([N:6]3[CH:2]([CH3:1])[CH2:3][CH2:4][C:5]3=[O:7])=[N:14][CH:13]=2)=[O:16])[CH2:22][CH2:21]1. (2) Given the reactants [F:1][C:2]1[CH:3]=[CH:4][CH:5]=[C:6]2[C:10]=1[NH:9][C:8](=[O:11])[C:7]12[C:23]2[C:14](=[CH:15][C:16]3[O:21][CH2:20][CH2:19][O:18][C:17]=3[CH:22]=2)[O:13][CH2:12]1.[NH:24]1[C:32]2[C:27](=CC=C[CH:31]=2)[C:26]2([C:36]3=[CH:37]C4OCOC=4C=C3OC2)C1=O.Br.BrCC1C=CC=CN=1.CC1C=CC(S(OC[C@H]2COCCO2)(=O)=O)=CC=1, predict the reaction product. The product is: [F:1][C:2]1[CH:3]=[CH:4][CH:5]=[C:6]2[C:10]=1[N:9]([CH2:31][C:32]1[CH:27]=[CH:26][CH:36]=[CH:37][N:24]=1)[C:8](=[O:11])[C:7]12[C:23]2=[CH:22][C:17]3[O:18][CH2:19][CH2:20][O:21][C:16]=3[CH:15]=[C:14]2[O:13][CH2:12]1. (3) Given the reactants [CH:1]([CH:3]=[O:4])=[O:2].[O-]S([O-])=O.[Na+].[Na+].[C:11]([O-:14])(O)=O.[Na+], predict the reaction product. The product is: [C:11]1([OH:14])[C:1]([OH:2])=[C:3]([OH:4])[C:11]([OH:14])=[C:1]([OH:2])[C:3]=1[OH:4]. (4) Given the reactants [C:1]1([N:7]([CH2:30][CH2:31][CH2:32][C:33]([O:35][C:36](C)(C)C)=[O:34])[C:8]([C:10]2[CH:29]=[CH:28][C:13]3[N:14]([CH3:27])[C:15]([CH2:17][CH2:18][C:19]4[CH:24]=[CH:23][C:22]([C:25]#[N:26])=[CH:21][CH:20]=4)=[N:16][C:12]=3[CH:11]=2)=[O:9])[CH:6]=[CH:5][CH:4]=[CH:3][CH:2]=1.[ClH:40].CO.C(=O)([O-])[O-].[NH4+:47].[NH4+], predict the reaction product. The product is: [ClH:40].[ClH:40].[C:1]1([N:7]([CH2:30][CH2:31][CH2:32][C:33]([O:35][CH3:36])=[O:34])[C:8]([C:10]2[CH:29]=[CH:28][C:13]3[N:14]([CH3:27])[C:15]([CH2:17][CH2:18][C:19]4[CH:20]=[CH:21][C:22]([C:25](=[NH:26])[NH2:47])=[CH:23][CH:24]=4)=[N:16][C:12]=3[CH:11]=2)=[O:9])[CH:6]=[CH:5][CH:4]=[CH:3][CH:2]=1. (5) Given the reactants [CH2:1]([O:8][C:9]([NH:11][C:12]1[C:13]([CH3:44])=[C:14]([C:18]2[C:30]3[C:29]4[C:24](=[CH:25][C:26]([NH:31][C:32]([O:34][CH2:35][CH2:36][Si:37]([CH3:40])([CH3:39])[CH3:38])=[O:33])=[CH:27][CH:28]=4)[NH:23][C:22]=3[C:21]([C:41]([OH:43])=O)=[N:20][CH:19]=2)[CH:15]=[CH:16][CH:17]=1)=[O:10])[C:2]1[CH:7]=[CH:6][CH:5]=[CH:4][CH:3]=1.[Cl-].[NH4+].F[P-](F)(F)(F)(F)F.[N:54]1(O[P+](N(C)C)(N(C)C)N(C)C)C2C=CC=CC=2N=N1.CCN(C(C)C)C(C)C.CN1CCOCC1, predict the reaction product. The product is: [CH2:1]([O:8][C:9]([NH:11][C:12]1[C:13]([CH3:44])=[C:14]([C:18]2[C:30]3[C:29]4[C:24](=[CH:25][C:26]([NH:31][C:32]([O:34][CH2:35][CH2:36][Si:37]([CH3:39])([CH3:38])[CH3:40])=[O:33])=[CH:27][CH:28]=4)[NH:23][C:22]=3[C:21]([C:41]([NH2:54])=[O:43])=[N:20][CH:19]=2)[CH:15]=[CH:16][CH:17]=1)=[O:10])[C:2]1[CH:7]=[CH:6][CH:5]=[CH:4][CH:3]=1. (6) Given the reactants [CH2:1]([O:3][C:4]([C@@H:6]1[N:10]([CH3:11])[C:9](=[O:12])[CH2:8][C@@H:7]1[C:13]1[CH:18]=[CH:17][C:16]([N+:19]([O-])=O)=[CH:15][CH:14]=1)=[O:5])[CH3:2], predict the reaction product. The product is: [CH2:1]([O:3][C:4]([C@@H:6]1[N:10]([CH3:11])[C:9](=[O:12])[CH2:8][C@@H:7]1[C:13]1[CH:14]=[CH:15][C:16]([NH2:19])=[CH:17][CH:18]=1)=[O:5])[CH3:2]. (7) The product is: [Cl:21][CH:6]([C:7]1[CH:12]=[CH:11][CH:10]=[CH:9][CH:8]=1)[C:5]1[CH:14]=[CH:15][CH:16]=[C:3]([C:2]([F:18])([F:17])[F:1])[CH:4]=1. Given the reactants [F:1][C:2]([F:18])([F:17])[C:3]1[CH:4]=[C:5]([CH:14]=[CH:15][CH:16]=1)[CH:6](O)[C:7]1[CH:12]=[CH:11][CH:10]=[CH:9][CH:8]=1.S(Cl)([Cl:21])=O, predict the reaction product.